This data is from Reaction yield outcomes from USPTO patents with 853,638 reactions. The task is: Predict the reaction yield, written as a fraction of the theoretical maximum amount of product (1.0 means a 100% yield; for example, 0.34 means a 34% yield). (1) The reactants are N12CCCN=C1CC[CH2:4][CH2:3][CH2:2]2.IC(C)C.[Cl:16][C@H:17]1[C@H:21]([CH2:22][CH2:23][CH2:24][C:25]2[S:29][C:28]([C:30]([OH:32])=[O:31])=[CH:27][CH:26]=2)[C@@H:20]([CH2:33][CH2:34][C:35]2[CH:40]=[C:39]([CH2:41][OH:42])[CH:38]=[C:37]([Cl:43])[CH:36]=2)[C@H:19]([OH:44])[CH2:18]1. The catalyst is CC(C)=O. The product is [Cl:16][C@H:17]1[C@H:21]([CH2:22][CH2:23][CH2:24][C:25]2[S:29][C:28]([C:30]([O:32][CH:3]([CH3:4])[CH3:2])=[O:31])=[CH:27][CH:26]=2)[C@@H:20]([CH2:33][CH2:34][C:35]2[CH:40]=[C:39]([CH2:41][OH:42])[CH:38]=[C:37]([Cl:43])[CH:36]=2)[C@H:19]([OH:44])[CH2:18]1. The yield is 0.830. (2) The reactants are COC(=O)[C:4]([C:20]#[N:21])([CH:13]([CH:17]([CH3:19])[CH3:18])[CH2:14][CH2:15][CH3:16])[CH2:5][C:6]([O:8][C:9]([CH3:12])([CH3:11])[CH3:10])=[O:7].[Na+].[Cl-].O. The catalyst is CS(C)=O.[Cl-].[Na+].O. The product is [C:9]([O:8][C:6](=[O:7])[CH2:5][CH:4]([C:20]#[N:21])[CH:13]([CH:17]([CH3:18])[CH3:19])[CH2:14][CH2:15][CH3:16])([CH3:10])([CH3:12])[CH3:11]. The yield is 0.750. (3) The reactants are [N:1]1([CH2:7][CH2:8][CH2:9][O:10][C:11]2[CH:12]=[C:13]([CH:17]3[CH2:21][CH2:20][CH2:19][N:18]3[CH2:22][C:23]([C:25]3[CH:26]=[C:27]([CH3:31])[CH:28]=[CH:29][CH:30]=3)=O)[CH:14]=[CH:15][CH:16]=2)[CH2:6][CH2:5][CH2:4][CH2:3][CH2:2]1.N. The catalyst is CO.C(Cl)Cl. The product is [N:1]1([CH2:7][CH2:8][CH2:9][O:10][C:11]2[CH:12]=[C:13]3[C:14]([C@H:23]([C:25]4[CH:26]=[C:27]([CH3:31])[CH:28]=[CH:29][CH:30]=4)[CH2:22][N:18]4[CH2:19][CH2:20][CH2:21][C@H:17]43)=[CH:15][CH:16]=2)[CH2:6][CH2:5][CH2:4][CH2:3][CH2:2]1. The yield is 0.540. (4) The reactants are [NH2:1][C:2]1[CH:7]=[CH:6][C:5]([C:8]2[CH2:9][C@H:10]3[C:16](=O)[N:15](COCC[Si](C)(C)C)[C:14]4[CH:26]=[C:27]([O:32][CH2:33][CH2:34][CH2:35][O:36][C:37]5[C:38]([O:68][CH3:69])=[CH:39][C:40]6[C:46](=[O:47])[N:45]7[CH:48]=[C:49]([C:51]8[CH:56]=[CH:55][C:54]([OH:57])=[CH:53][CH:52]=8)[CH2:50][C@H:44]7[C:43](=O)[N:42](COCC[Si](C)(C)C)[C:41]=6[CH:67]=5)[C:28]([O:30][CH3:31])=[CH:29][C:13]=4[C:12](=[O:70])[N:11]3[CH:71]=2)=[CH:4][CH:3]=1.C([BH-](CC)CC)C.[Li+]. The catalyst is O1CCCC1.ClCCl. The product is [NH2:1][C:2]1[CH:7]=[CH:6][C:5]([C:8]2[CH2:9][C@H:10]3[CH:16]=[N:15][C:14]4[CH:26]=[C:27]([O:32][CH2:33][CH2:34][CH2:35][O:36][C:37]5[C:38]([O:68][CH3:69])=[CH:39][C:40]6[C:46](=[O:47])[N:45]7[CH:48]=[C:49]([C:51]8[CH:52]=[CH:53][C:54]([OH:57])=[CH:55][CH:56]=8)[CH2:50][C@H:44]7[CH:43]=[N:42][C:41]=6[CH:67]=5)[C:28]([O:30][CH3:31])=[CH:29][C:13]=4[C:12](=[O:70])[N:11]3[CH:71]=2)=[CH:4][CH:3]=1. The yield is 0.400. (5) The reactants are [NH:1]1[C:5]2[CH:6]=[CH:7][C:8]([C:10]([OH:12])=O)=[CH:9][C:4]=2[N:3]=[CH:2]1.[CH3:13][N:14]1[CH:18]=[C:17]([C:19]2[CH:20]=[CH:21][C:22]3[CH2:23][C@H:24]4[C@@H:29]([C:30]=3[CH:31]=2)[CH2:28][CH2:27][CH2:26][NH:25]4)[CH:16]=[N:15]1. No catalyst specified. The product is [NH:1]1[C:5]2[CH:6]=[CH:7][C:8]([C:10]([N:25]3[CH2:26][CH2:27][CH2:28][C@@H:29]4[C:30]5[CH:31]=[C:19]([C:17]6[CH:16]=[N:15][N:14]([CH3:13])[CH:18]=6)[CH:20]=[CH:21][C:22]=5[CH2:23][C@H:24]34)=[O:12])=[CH:9][C:4]=2[N:3]=[CH:2]1. The yield is 0.780.